Dataset: Experimentally validated miRNA-target interactions with 360,000+ pairs, plus equal number of negative samples. Task: Binary Classification. Given a miRNA mature sequence and a target amino acid sequence, predict their likelihood of interaction. (1) The miRNA is hsa-miR-3183 with sequence GCCUCUCUCGGAGUCGCUCGGA. The protein sequence of the target gene is METDLAEMPEKGALSSQDSPHFQEKSTEEGEVAALRLTARSQETVTFKDVAMDFTPEEWGKLDPAQRDVMLENYRNLVSLWLPVSKPESYNLENGKEPLKLERKAPKSSYSDMETRPQSKDSTSVQDFSKAESCKVAIIDRLTRNSVYDSNLEAALECENWLENQQGNQERHLREMFTHMNSLSEETDHKHDVYWKSFNQKSVLITEDRVPKGSYAFHTLEKSLKQKSNLMKKQRTYKEKKPHKCNDCGELFTYHSVLIRHQRVHTGEKPYTCNECGKSFSHRANLTKHQRTHTRILFEC.... Result: 1 (interaction). (2) The miRNA is hsa-miR-335-5p with sequence UCAAGAGCAAUAACGAAAAAUGU. The protein sequence of the target gene is MESKRPRLLEEADKQKKTVRVGLNAPSMLRKNQLGFLRFANYCRIARELRVSCMQRKKVQIHSWDPSSLASDRFNRILANTNTDQLFTVNQVEAGGSKYGIITMRGLTTPELRVYPHKTLYVPNRKVNSMCWASLNHLDSHLLLCFVGLADTPSCAVLLPASLFIGSFPGMRRPGMLCSFQIPDAWSCAWSLSIHAYHSFSTGLSQQVLLTNVVTGHQQSFGTSSDVLAQQFAIMTPLLFNGCRSGEIFGIDLRCGNQGSGWKAICLSHDSAVTSLQILQDGQFLVSSDMTGTIKLWDLR.... Result: 1 (interaction).